Dataset: Full USPTO retrosynthesis dataset with 1.9M reactions from patents (1976-2016). Task: Predict the reactants needed to synthesize the given product. (1) Given the product [O:12]=[C:10]1[N:9]([CH2:18][C:19]([N:21]([CH:30]2[CH2:35][CH2:34][C:33](=[CH:36][C:37]([O:39][C:40]([CH3:43])([CH3:42])[CH3:41])=[O:38])[CH2:32][CH2:31]2)[CH2:22][C:23]2[CH:28]=[CH:27][C:26]([F:29])=[CH:25][CH:24]=2)=[O:20])[C:8](=[O:13])[C@@:7]2([C:14]3[C:4](=[CH:3][CH:2]=[CH:16][CH:15]=3)[CH2:5][CH2:6]2)[O:11]1, predict the reactants needed to synthesize it. The reactants are: Br[C:2]1[CH:3]=[C:4]2[C:14](=[CH:15][CH:16]=1)[C@:7]1([O:11][C:10](=[O:12])[NH:9][C:8]1=[O:13])[CH2:6][CH2:5]2.Br[CH2:18][C:19]([N:21]([CH:30]1[CH2:35][CH2:34][C:33](=[CH:36][C:37]([O:39][C:40]([CH3:43])([CH3:42])[CH3:41])=[O:38])[CH2:32][CH2:31]1)[CH2:22][C:23]1[CH:28]=[CH:27][C:26]([F:29])=[CH:25][CH:24]=1)=[O:20].BrCC(N(CC1C=CC(F)=CC=1)[C@@H](C)C(F)(F)F)=O. (2) The reactants are: O[N:2]=[C:3]([NH:8][C:9]1[CH:14]=[N:13][CH:12]=[CH:11][N:10]=1)[C:4]([CH3:7])([CH3:6])[CH3:5].[OH-].[NH4+]. Given the product [CH3:5][C:4]([C:3]1[N:8]=[C:9]2[CH:14]=[N:13][CH:12]=[CH:11][N:10]2[N:2]=1)([CH3:7])[CH3:6], predict the reactants needed to synthesize it. (3) Given the product [C:11]([C@@H:15]1[N:19]([C:20]2[CH:21]=[C:22]([Cl:27])[CH:23]=[C:24]([Cl:26])[CH:25]=2)[C:18](=[O:28])[C@@:17]([CH3:29])([CH2:43][C:42]2[CH:45]=[CH:46][C:39]([O:38][C:37]([F:48])([F:47])[F:36])=[CH:40][CH:41]=2)[N:16]1[C:30](=[O:35])[C:31]([F:33])([F:34])[F:32])([CH3:12])([CH3:13])[CH3:14], predict the reactants needed to synthesize it. The reactants are: C[Si]([N-][Si](C)(C)C)(C)C.[Li+].[C:11]([C@@H:15]1[N:19]([C:20]2[CH:25]=[C:24]([Cl:26])[CH:23]=[C:22]([Cl:27])[CH:21]=2)[C:18](=[O:28])[C@@H:17]([CH3:29])[N:16]1[C:30](=[O:35])[C:31]([F:34])([F:33])[F:32])([CH3:14])([CH3:13])[CH3:12].[F:36][C:37]([F:48])([F:47])[O:38][C:39]1[CH:46]=[CH:45][C:42]([CH2:43]Br)=[CH:41][CH:40]=1. (4) Given the product [NH2:7][C:6]1[CH:5]=[C:4]([F:3])[C:10]([O:11][C@H:12]2[CH2:16][CH2:15][O:14][CH2:13]2)=[C:9]([CH:8]=1)[CH2:17][N:18]([CH3:19])[C:37](=[O:39])[O:36][CH2:29][C:30]1[CH:31]=[CH:32][CH:33]=[CH:34][CH:35]=1, predict the reactants needed to synthesize it. The reactants are: Cl.Cl.[F:3][C:4]1[CH:5]=[C:6]([CH:8]=[C:9]([CH2:17][NH:18][CH3:19])[C:10]=1[O:11][C@H:12]1[CH2:16][CH2:15][O:14][CH2:13]1)[NH2:7].C(N(CC)C(C)C)(C)C.[CH2:29]([O:36][C:37]([O:39]N1C(=O)CCC1=O)=O)[C:30]1[CH:35]=[CH:34][CH:33]=[CH:32][CH:31]=1. (5) Given the product [F:1][C:2]1[CH:11]=[C:10]2[C:5]([CH:6]=[CH:7][C:8](=[O:15])[N:9]2[CH2:12][CH:13]=[O:23])=[CH:4][CH:3]=1, predict the reactants needed to synthesize it. The reactants are: [F:1][C:2]1[CH:11]=[C:10]2[C:5]([CH:6]=[CH:7][C:8](=[O:15])[N:9]2[CH2:12][CH:13]=C)=[CH:4][CH:3]=1.C(Cl)Cl.CSC.C[OH:23]. (6) Given the product [CH3:1][O:2][C:3]1[CH:8]=[CH:7][C:6]([S:9][C:10]2[C:11]([C:23]([NH:25][C:26]3[S:27][C:28]([S:31][CH2:32][C:33]([NH:44][CH3:42])=[O:35])=[CH:29][N:30]=3)=[O:24])=[N:12][C:13]([S:16][C:17]3[N:21]([CH3:22])[CH:20]=[N:19][N:18]=3)=[CH:14][CH:15]=2)=[CH:5][CH:4]=1, predict the reactants needed to synthesize it. The reactants are: [CH3:1][O:2][C:3]1[CH:8]=[CH:7][C:6]([S:9][C:10]2[C:11]([C:23]([NH:25][C:26]3[S:27][C:28]([S:31][CH2:32][C:33]([OH:35])=O)=[CH:29][N:30]=3)=[O:24])=[N:12][C:13]([S:16][C:17]3[N:21]([CH3:22])[CH:20]=[N:19][N:18]=3)=[CH:14][CH:15]=2)=[CH:5][CH:4]=1.CN.C1C=CC2N(O)N=[N:44][C:42]=2C=1.CCN=C=NCCCN(C)C. (7) Given the product [CH2:38]([O:37][C:35]([C:34]1[CH:33]=[N:32][N:31]([CH2:24][C:21]2[CH:22]=[CH:23][C:18]([C:17]3[O:16][N:15]=[C:14]([CH3:26])[C:13]=3[NH:12][C:11]([O:10][CH:8]([C:3]3[CH:4]=[CH:5][CH:6]=[CH:7][C:2]=3[Cl:1])[CH3:9])=[O:27])=[CH:19][CH:20]=2)[C:30]=1[C:29]([F:40])([F:41])[F:28])=[O:36])[CH3:39], predict the reactants needed to synthesize it. The reactants are: [Cl:1][C:2]1[CH:7]=[CH:6][CH:5]=[CH:4][C:3]=1[CH:8]([O:10][C:11](=[O:27])[NH:12][C:13]1[C:14]([CH3:26])=[N:15][O:16][C:17]=1[C:18]1[CH:23]=[CH:22][C:21]([CH2:24]Cl)=[CH:20][CH:19]=1)[CH3:9].[F:28][C:29]([F:41])([F:40])[C:30]1[C:34]([C:35]([O:37][CH2:38][CH3:39])=[O:36])=[CH:33][NH:32][N:31]=1.C(=O)([O-])[O-].[Cs+].[Cs+].